This data is from Reaction yield outcomes from USPTO patents with 853,638 reactions. The task is: Predict the reaction yield, written as a fraction of the theoretical maximum amount of product (1.0 means a 100% yield; for example, 0.34 means a 34% yield). (1) The reactants are [C:1]([NH:6][NH2:7])(=O)[CH:2]([CH3:4])[CH3:3].CNC.[CH3:11][C:12]#N.[CH3:14][O:15][C:16]([C:18]1[CH:19]=[C:20]([C:25]2[CH:30]=[CH:29][C:28]([CH3:31])=[CH:27][CH:26]=2)[CH:21]=[C:22]([NH2:24])[CH:23]=1)=[O:17]. The catalyst is C(O)(=O)C. The product is [CH3:14][O:15][C:16]([C:18]1[CH:19]=[C:20]([C:25]2[CH:30]=[CH:29][C:28]([CH3:31])=[CH:27][CH:26]=2)[CH:21]=[C:22]([N:24]2[C:11]([CH3:12])=[N:7][N:6]=[C:1]2[CH:2]([CH3:4])[CH3:3])[CH:23]=1)=[O:17]. The yield is 0.300. (2) The reactants are [C:1]([CH2:3][CH2:4][O:5][C@@H:6]1[C@H:11]([NH:12][C:13](=[O:19])[O:14][C:15]([CH3:18])([CH3:17])[CH3:16])[CH:10]=[C:9]([C:20]2[CH:25]=[CH:24][N:23]=[CH:22][C:21]=2[N+:26]([O-])=O)[CH2:8][C@@H:7]1[CH3:29])#[N:2]. The catalyst is CCO. The product is [NH2:26][C:21]1[CH:22]=[N:23][CH:24]=[CH:25][C:20]=1[C@@H:9]1[CH2:10][C@H:11]([NH:12][C:13](=[O:19])[O:14][C:15]([CH3:18])([CH3:17])[CH3:16])[C@H:6]([O:5][CH2:4][CH2:3][C:1]#[N:2])[C@H:7]([CH3:29])[CH2:8]1. The yield is 0.310. (3) The reactants are [C:1]([C:3]1[CH:8]=[C:7]([O:9][CH3:10])[C:6]([O:11][CH2:12][C@H:13]2[CH2:17][CH2:16][CH2:15][NH:14]2)=[CH:5][C:4]=1[N:18]=[CH:19][N:20]([CH3:22])[CH3:21])#[N:2].Br[CH2:24][CH2:25][O:26][C:27]([CH3:30])([CH3:29])[CH3:28].C(=O)([O-])[O-].[K+].[K+]. The catalyst is CN(C)C=O. The product is [C:27]([O:26][CH2:25][CH2:24][N:14]1[CH2:15][CH2:16][CH2:17][C@@H:13]1[CH2:12][O:11][C:6]1[C:7]([O:9][CH3:10])=[CH:8][C:3]([C:1]#[N:2])=[C:4]([N:18]=[CH:19][N:20]([CH3:21])[CH3:22])[CH:5]=1)([CH3:30])([CH3:29])[CH3:28]. The yield is 0.560. (4) The reactants are [NH2:1][C@@H:2]([C:6]([NH2:8])=[O:7])[CH:3]([CH3:5])[CH3:4].[CH2:9]1[CH2:15][S:12](=[O:14])(=[O:13])[O:11][CH2:10]1. The catalyst is C(#N)C. The product is [NH2:8][C:6]([C@H:2]([NH:1][CH2:10][CH2:9][CH2:15][S:12]([OH:14])(=[O:13])=[O:11])[CH:3]([CH3:5])[CH3:4])=[O:7]. The yield is 0.510. (5) The reactants are [NH2:1][C:2]1[C:10]([Br:11])=[CH:9][CH:8]=[CH:7][C:3]=1[C:4](O)=[O:5].[NH2:12][C:13](N)=[O:14]. The catalyst is O. The product is [Br:11][C:10]1[CH:9]=[CH:8][CH:7]=[C:3]2[C:2]=1[NH:1][C:13](=[O:14])[NH:12][C:4]2=[O:5]. The yield is 0.970.